Dataset: Forward reaction prediction with 1.9M reactions from USPTO patents (1976-2016). Task: Predict the product of the given reaction. (1) Given the reactants [Cl:1][C:2]1[CH:3]=[C:4]([CH2:9][CH2:10][NH:11][C:12](=O)[C:13]2[CH:18]=[CH:17][C:16]([C:19]([OH:28])([C:24]([F:27])([F:26])[F:25])[C:20]([F:23])([F:22])[F:21])=[CH:15][CH:14]=2)[CH:5]=[CH:6][C:7]=1[Cl:8].Cl.[OH-].[Na+], predict the reaction product. The product is: [Cl:1][C:2]1[CH:3]=[C:4]([CH2:9][CH2:10][NH:11][CH2:12][C:13]2[CH:14]=[CH:15][C:16]([C:19]([OH:28])([C:24]([F:25])([F:26])[F:27])[C:20]([F:21])([F:22])[F:23])=[CH:17][CH:18]=2)[CH:5]=[CH:6][C:7]=1[Cl:8]. (2) Given the reactants [Cl:1][C:2]1[CH:7]=[CH:6][C:5]([S:8][C:9]2[S:10][CH:11]=[C:12]([CH2:14][OH:15])[N:13]=2)=[CH:4][CH:3]=1.O.CCOC(C)=O, predict the reaction product. The product is: [Cl:1][C:2]1[CH:3]=[CH:4][C:5]([S:8][C:9]2[S:10][CH:11]=[C:12]([CH:14]=[O:15])[N:13]=2)=[CH:6][CH:7]=1. (3) Given the reactants [C:1]([O:5][C:6](=[O:15])[NH:7][C:8]1[CH:9]=[N:10][CH:11]=[CH:12][C:13]=1I)([CH3:4])([CH3:3])[CH3:2].[O:16]=[C:17]1[C@@H:21]([NH:22][S:23]([C:26]2[S:30][C:29]3[CH:31]=[C:32]([Cl:35])[CH:33]=[CH:34][C:28]=3[CH:27]=2)(=[O:25])=[O:24])[CH2:20][CH2:19][N:18]1[CH2:36][C:37]#[CH:38].C(N(CC)CC)C.C1CCN2C(=NCCC2)CC1, predict the reaction product. The product is: [C:1]([O:5][C:6]([N:7]1[C:8]2=[CH:9][N:10]=[CH:11][CH:12]=[C:13]2[CH:38]=[C:37]1[CH2:36][N:18]1[CH2:19][CH2:20][C@H:21]([NH:22][S:23]([C:26]2[S:30][C:29]3[CH:31]=[C:32]([Cl:35])[CH:33]=[CH:34][C:28]=3[CH:27]=2)(=[O:25])=[O:24])[C:17]1=[O:16])=[O:15])([CH3:4])([CH3:3])[CH3:2]. (4) Given the reactants [CH2:1]1[CH2:5][N:4]([CH2:6][C:7]([OH:9])=O)[CH2:3][CH2:2]1.S(Cl)(Cl)=O.[NH2:14][C:15]1[CH:20]=[C:19]([O:21][C:22]2[CH:23]=[CH:24][C:25]([NH:28][C:29]([NH:31][C:32](=[O:37])[C:33]([CH3:36])([CH3:35])[CH3:34])=[O:30])=[N:26][CH:27]=2)[CH:18]=[CH:17][N:16]=1.CCN(C(C)C)C(C)C.C([O-])([O-])=O.[K+].[K+], predict the reaction product. The product is: [N:4]1([CH2:6][C:7]([NH:14][C:15]2[CH:20]=[C:19]([O:21][C:22]3[CH:23]=[CH:24][C:25]([NH:28][C:29]([NH:31][C:32](=[O:37])[C:33]([CH3:35])([CH3:34])[CH3:36])=[O:30])=[N:26][CH:27]=3)[CH:18]=[CH:17][N:16]=2)=[O:9])[CH2:3][CH2:2][CH2:1][CH2:5]1. (5) Given the reactants O=[C:2]1[CH2:6][CH2:5][CH2:4][N:3]1[C:7]([O:9][C:10]1[CH:15]=[C:14]([F:16])[CH:13]=[CH:12][C:11]=1/[CH:17]=[C:18]1\[C:19](=[O:29])[N:20]=[C:21]([N:23]2[CH2:28][CH2:27][CH2:26][CH2:25][NH:24]2)[S:22]\1)=[O:8].[BH4-].[Na+], predict the reaction product. The product is: [N:3]1([C:7]([O:9][C:10]2[CH:15]=[C:14]([F:16])[CH:13]=[CH:12][C:11]=2/[CH:17]=[C:18]2\[C:19](=[O:29])[N:20]=[C:21]([N:23]3[CH2:28][CH2:27][CH2:26][CH2:25][NH:24]3)[S:22]\2)=[O:8])[CH:2]=[CH:6][CH2:5][CH2:4]1. (6) The product is: [CH:1]([N:3]([CH2:23][C:24](=[O:26])[CH3:25])[C:4]1[CH:13]=[CH:12][C:7]([C:8]([O:10][CH3:11])=[O:9])=[CH:6][C:5]=1[O:14][CH3:15])=[O:2]. Given the reactants [CH:1]([NH:3][C:4]1[CH:13]=[CH:12][C:7]([C:8]([O:10][CH3:11])=[O:9])=[CH:6][C:5]=1[O:14][CH3:15])=[O:2].C(=O)([O-])[O-].[Cs+].[Cs+].Cl[CH2:23][C:24](=[O:26])[CH3:25].C(OCC)(=O)C, predict the reaction product.